From a dataset of Reaction yield outcomes from USPTO patents with 853,638 reactions. Predict the reaction yield, written as a fraction of the theoretical maximum amount of product (1.0 means a 100% yield; for example, 0.34 means a 34% yield). (1) The reactants are [NH2:1][C:2]1[C:11]2[C:6](=[C:7](Br)[CH:8]=[CH:9][CH:10]=2)[N:5]=[N:4][C:3]=1[C:13]([NH:15][CH2:16][CH2:17][CH3:18])=[O:14].[C:19]([C:21]1[CH:22]=[C:23](B(O)O)[CH:24]=[CH:25][CH:26]=1)#[N:20]. No catalyst specified. The product is [NH2:1][C:2]1[C:11]2[C:6](=[C:7]([C:25]3[CH:24]=[CH:23][CH:22]=[C:21]([C:19]#[N:20])[CH:26]=3)[CH:8]=[CH:9][CH:10]=2)[N:5]=[N:4][C:3]=1[C:13]([NH:15][CH2:16][CH2:17][CH3:18])=[O:14]. The yield is 0.860. (2) The reactants are [Br:1][C:2]1[CH:3]=[C:4]([C:8]2[CH:24]=[C:11]3[N:12]=[C:13]([CH3:23])[C:14]([C:17](=[O:22])[C:18]([O:20][CH3:21])=[O:19])=[C:15]([I:16])[N:10]3[N:9]=2)[CH:5]=[CH:6][CH:7]=1.CB1N2CCC[C@@H]2C(C2C=CC=CC=2)(C2C=CC=CC=2)O1.C1(C)C=CC=CC=1. The catalyst is C1(C)C=CC=CC=1.CCOC(C)=O.C([O-])([O-])=O.[Na+].[Na+]. The product is [Br:1][C:2]1[CH:3]=[C:4]([C:8]2[CH:24]=[C:11]3[N:12]=[C:13]([CH3:23])[C:14]([C@H:17]([OH:22])[C:18]([O:20][CH3:21])=[O:19])=[C:15]([I:16])[N:10]3[N:9]=2)[CH:5]=[CH:6][CH:7]=1. The yield is 0.586. (3) The reactants are C(OC(=O)[NH:7][C:8]1[N:9]=[C:10]2[C:15]([C:16]([F:19])([F:18])[F:17])=[CH:14][C:13]([C:20]3[O:21][CH:22]=[CH:23][CH:24]=3)=[CH:12][N:11]2[CH:25]=1)(C)(C)C.[H-].[Na+].[C:29]1([CH2:35][S:36](Cl)(=[O:38])=[O:37])[CH:34]=[CH:33][CH:32]=[CH:31][CH:30]=1.[ClH:40]. The catalyst is C1COCC1.CO. The product is [Cl:40][C:25]1[N:11]2[CH:12]=[C:13]([C:20]3[O:21][CH:22]=[CH:23][CH:24]=3)[CH:14]=[C:15]([C:16]([F:18])([F:17])[F:19])[C:10]2=[N:9][C:8]=1[NH:7][S:36]([CH2:35][C:29]1[CH:30]=[CH:31][CH:32]=[CH:33][CH:34]=1)(=[O:38])=[O:37]. The yield is 0.230. (4) The reactants are Br.[Br:2][C:3]1[CH:4]=[CH:5][C:6]2[C:12]3[N:13]=[C:14]([NH:16][C:17]([CH3:21])([CH3:20])[CH2:18][NH2:19])[S:15][C:11]=3[CH2:10][CH2:9][O:8][C:7]=2[CH:22]=1.Cl[C:24](Cl)([O:26]C(=O)OC(Cl)(Cl)Cl)Cl. The catalyst is O1CCCC1. The product is [Br:2][C:3]1[CH:4]=[CH:5][C:6]2[C:12]3[N:13]=[C:14]([N:16]4[C:17]([CH3:20])([CH3:21])[CH2:18][NH:19][C:24]4=[O:26])[S:15][C:11]=3[CH2:10][CH2:9][O:8][C:7]=2[CH:22]=1. The yield is 0.510.